From a dataset of Merck oncology drug combination screen with 23,052 pairs across 39 cell lines. Regression. Given two drug SMILES strings and cell line genomic features, predict the synergy score measuring deviation from expected non-interaction effect. (1) Drug 1: COc1cccc2c1C(=O)c1c(O)c3c(c(O)c1C2=O)CC(O)(C(=O)CO)CC3OC1CC(N)C(O)C(C)O1. Drug 2: NC1(c2ccc(-c3nc4ccn5c(=O)[nH]nc5c4cc3-c3ccccc3)cc2)CCC1. Cell line: LNCAP. Synergy scores: synergy=21.6. (2) Drug 1: CN(C)C(=N)N=C(N)N. Drug 2: NC1(c2ccc(-c3nc4ccn5c(=O)[nH]nc5c4cc3-c3ccccc3)cc2)CCC1. Cell line: SKMEL30. Synergy scores: synergy=-6.28. (3) Drug 1: CCC1=CC2CN(C1)Cc1c([nH]c3ccccc13)C(C(=O)OC)(c1cc3c(cc1OC)N(C)C1C(O)(C(=O)OC)C(OC(C)=O)C4(CC)C=CCN5CCC31C54)C2. Drug 2: CNC(=O)c1cc(Oc2ccc(NC(=O)Nc3ccc(Cl)c(C(F)(F)F)c3)cc2)ccn1. Cell line: NCIH1650. Synergy scores: synergy=-5.41. (4) Drug 1: C=CCn1c(=O)c2cnc(Nc3ccc(N4CCN(C)CC4)cc3)nc2n1-c1cccc(C(C)(C)O)n1. Drug 2: CCc1cnn2c(NCc3ccc[n+]([O-])c3)cc(N3CCCCC3CCO)nc12. Cell line: NCIH1650. Synergy scores: synergy=-9.25. (5) Drug 1: Cc1nc(Nc2ncc(C(=O)Nc3c(C)cccc3Cl)s2)cc(N2CCN(CCO)CC2)n1. Drug 2: COC1CC2CCC(C)C(O)(O2)C(=O)C(=O)N2CCCCC2C(=O)OC(C(C)CC2CCC(OP(C)(C)=O)C(OC)C2)CC(=O)C(C)C=C(C)C(O)C(OC)C(=O)C(C)CC(C)C=CC=CC=C1C. Cell line: HT29. Synergy scores: synergy=58.4. (6) Drug 1: N#Cc1ccc(Cn2cncc2CN2CCN(c3cccc(Cl)c3)C(=O)C2)cc1. Drug 2: O=C(CCCCCCC(=O)Nc1ccccc1)NO. Cell line: CAOV3. Synergy scores: synergy=13.6. (7) Drug 1: CN(Cc1cnc2nc(N)nc(N)c2n1)c1ccc(C(=O)NC(CCC(=O)O)C(=O)O)cc1. Drug 2: Cn1nnc2c(C(N)=O)ncn2c1=O. Cell line: UWB1289BRCA1. Synergy scores: synergy=-8.78. (8) Drug 1: CCN(CC)CCNC(=O)c1c(C)[nH]c(C=C2C(=O)Nc3ccc(F)cc32)c1C. Drug 2: Cn1cc(-c2cnn3c(N)c(Br)c(C4CCCNC4)nc23)cn1. Cell line: SKMES1. Synergy scores: synergy=-12.2. (9) Drug 1: N.N.O=C(O)C1(C(=O)O)CCC1.[Pt]. Drug 2: Cn1c(=O)n(-c2ccc(C(C)(C)C#N)cc2)c2c3cc(-c4cnc5ccccc5c4)ccc3ncc21. Cell line: KPL1. Synergy scores: synergy=28.4. (10) Drug 1: COc1cccc2c1C(=O)c1c(O)c3c(c(O)c1C2=O)CC(O)(C(=O)CO)CC3OC1CC(N)C(O)C(C)O1. Drug 2: N#Cc1ccc(Cn2cncc2CN2CCN(c3cccc(Cl)c3)C(=O)C2)cc1. Cell line: OV90. Synergy scores: synergy=-12.9.